From a dataset of Forward reaction prediction with 1.9M reactions from USPTO patents (1976-2016). Predict the product of the given reaction. (1) Given the reactants [Cl:1][C:2]1[CH:9]=[C:8]([N:10]([CH2:16][C:17]2[CH:22]=[CH:21][CH:20]=[CH:19][C:18]=2[CH3:23])[C@H:11]2[CH2:15][CH2:14][NH:13][CH2:12]2)[CH:7]=[CH:6][C:3]=1[C:4]#[N:5].[O:24]=[C:25]1[NH:30][C:29](=[O:31])[C:28]([CH:32]=O)=[CH:27][NH:26]1, predict the reaction product. The product is: [Cl:1][C:2]1[CH:9]=[C:8]([N:10]([C@H:11]2[CH2:15][CH2:14][N:13]([CH2:32][C:28]3[C:29](=[O:31])[NH:30][C:25](=[O:24])[NH:26][CH:27]=3)[CH2:12]2)[CH2:16][C:17]2[CH:22]=[CH:21][CH:20]=[CH:19][C:18]=2[CH3:23])[CH:7]=[CH:6][C:3]=1[C:4]#[N:5]. (2) Given the reactants [CH2:1]([N:8]1[CH2:13][CH2:12][C:11](=[O:14])[CH:10]([CH3:15])[CH2:9]1)[C:2]1[CH:7]=[CH:6][CH:5]=[CH:4][CH:3]=1.[CH3:16]C(C)([O-])C.[K+].CI, predict the reaction product. The product is: [CH2:1]([N:8]1[CH2:13][CH2:12][C:11](=[O:14])[C:10]([CH3:16])([CH3:15])[CH2:9]1)[C:2]1[CH:3]=[CH:4][CH:5]=[CH:6][CH:7]=1. (3) Given the reactants [N:1]1[CH:6]=[C:5]([C:7]2[C@:8]3([CH2:24][CH2:23][C@H:22]4[C@@H:13]([CH2:14][CH2:15][C:16]5[CH:17]=[C:18]([C:25]#[N:26])[CH:19]=[CH:20][C:21]=54)[C@@H:10]3[CH2:11][CH:12]=2)[CH3:9])[CH:4]=[N:3][CH:2]=1.B(O[O-])=[O:28].[Na+], predict the reaction product. The product is: [N:1]1[CH:6]=[C:5]([C:7]2[C@:8]3([CH2:24][CH2:23][C@H:22]4[C@@H:13]([CH2:14][CH2:15][C:16]5[CH:17]=[C:18]([C:25]([NH2:26])=[O:28])[CH:19]=[CH:20][C:21]=54)[C@@H:10]3[CH2:11][CH:12]=2)[CH3:9])[CH:4]=[N:3][CH:2]=1. (4) Given the reactants CCN=C=NCCCN(C)C.[C:12]([O:16][C:17]([N:19]1[CH2:22][CH:21]([NH2:23])[CH2:20]1)=[O:18])([CH3:15])([CH3:14])[CH3:13].[F:24][C:25]([F:44])([F:43])[C:26]1[CH:27]=[C:28]([CH:36]=[C:37]([C:39]([F:42])([F:41])[F:40])[CH:38]=1)[C:29]([NH:31][CH2:32][C:33](O)=[O:34])=[O:30], predict the reaction product. The product is: [C:12]([O:16][C:17]([N:19]1[CH2:22][CH:21]([NH:23][C:33](=[O:34])[CH2:32][NH:31][C:29](=[O:30])[C:28]2[CH:36]=[C:37]([C:39]([F:42])([F:41])[F:40])[CH:38]=[C:26]([C:25]([F:24])([F:43])[F:44])[CH:27]=2)[CH2:20]1)=[O:18])([CH3:15])([CH3:13])[CH3:14]. (5) Given the reactants [NH2:1][C:2]1[N:7]=[C:6](O)[C:5]([CH2:9][C:10]2[CH:15]=[CH:14][C:13]([O:16][CH3:17])=[CH:12][CH:11]=2)=[C:4]([CH3:18])[N:3]=1.O=P(Cl)(Cl)[Cl:21], predict the reaction product. The product is: [Cl:21][C:6]1[C:5]([CH2:9][C:10]2[CH:15]=[CH:14][C:13]([O:16][CH3:17])=[CH:12][CH:11]=2)=[C:4]([CH3:18])[N:3]=[C:2]([NH2:1])[N:7]=1. (6) Given the reactants [N:1]1[C:10]2[C:5](=[CH:6][CH:7]=[CH:8][CH:9]=2)[N:4]=[CH:3][C:2]=1[CH2:11][CH:12]1[CH2:16][CH2:15][CH2:14][CH:13]1[NH2:17].[CH3:18][C:19]1[CH:20]=[CH:21][C:22]([N:28]2[N:32]=[CH:31][CH:30]=[N:29]2)=[C:23]([CH:27]=1)[C:24](O)=[O:25].CCN(C(C)C)C(C)C.CN(C(ON1N=NC2C=CC=CC1=2)=[N+](C)C)C.[B-](F)(F)(F)F, predict the reaction product. The product is: [CH3:18][C:19]1[CH:20]=[CH:21][C:22]([N:28]2[N:32]=[CH:31][CH:30]=[N:29]2)=[C:23]([CH:27]=1)[C:24]([NH:17][CH:13]1[CH2:14][CH2:15][CH2:16][CH:12]1[CH2:11][C:2]1[CH:3]=[N:4][C:5]2[C:10](=[CH:9][CH:8]=[CH:7][CH:6]=2)[N:1]=1)=[O:25]. (7) Given the reactants [CH2:1]([N:8]1CCC[C:9]1=O)[C:2]1[CH:7]=[CH:6][CH:5]=[CH:4][CH:3]=1.[CH3:14][Mg]Br.[CH2:17]1C[O:20][CH2:19][CH2:18]1, predict the reaction product. The product is: [CH2:1]([N:8]1[CH2:17][CH2:18][C:19]([CH3:14])([OH:20])[CH2:9]1)[C:2]1[CH:7]=[CH:6][CH:5]=[CH:4][CH:3]=1. (8) Given the reactants Cl.[CH3:2][O:3][C:4]1[CH:9]=[CH:8][C:7]([S:10][CH2:11][CH2:12][NH2:13])=[CH:6][CH:5]=1.[C:14](Cl)(=[O:16])[CH3:15].C(N(CC)CC)C, predict the reaction product. The product is: [CH3:2][O:3][C:4]1[CH:9]=[CH:8][C:7]([S:10][CH2:11][CH2:12][NH:13][C:14](=[O:16])[CH3:15])=[CH:6][CH:5]=1.